Dataset: NCI-60 drug combinations with 297,098 pairs across 59 cell lines. Task: Regression. Given two drug SMILES strings and cell line genomic features, predict the synergy score measuring deviation from expected non-interaction effect. Drug 1: CC1CCC2CC(C(=CC=CC=CC(CC(C(=O)C(C(C(=CC(C(=O)CC(OC(=O)C3CCCCN3C(=O)C(=O)C1(O2)O)C(C)CC4CCC(C(C4)OC)O)C)C)O)OC)C)C)C)OC. Drug 2: CS(=O)(=O)OCCCCOS(=O)(=O)C. Cell line: HT29. Synergy scores: CSS=15.5, Synergy_ZIP=-3.18, Synergy_Bliss=0.881, Synergy_Loewe=-63.1, Synergy_HSA=0.292.